Dataset: Reaction yield outcomes from USPTO patents with 853,638 reactions. Task: Predict the reaction yield, written as a fraction of the theoretical maximum amount of product (1.0 means a 100% yield; for example, 0.34 means a 34% yield). (1) The reactants are [CH3:1][N:2]1[CH:6]=[N:5][CH:4]=[N:3]1.C([Li])CCC.Br[C:13]1[S:14][C:15]([C:19]2[C:20]([CH3:36])=[N:21][N:22]3[C:27]([CH:28]([CH2:32][CH2:33][CH3:34])[CH2:29][CH2:30][CH3:31])=[CH:26][C:25]([CH3:35])=[N:24][C:23]=23)=[C:16]([Br:18])[N:17]=1. The catalyst is [Cl-].[Zn+2].[Cl-].C1COCC1. The product is [Br:18][C:16]1[N:17]=[C:13]([C:6]2[N:2]([CH3:1])[N:3]=[CH:4][N:5]=2)[S:14][C:15]=1[C:19]1[C:20]([CH3:36])=[N:21][N:22]2[C:27]([CH:28]([CH2:32][CH2:33][CH3:34])[CH2:29][CH2:30][CH3:31])=[CH:26][C:25]([CH3:35])=[N:24][C:23]=12. The yield is 0.0900. (2) The reactants are [CH2:1]([CH:8]1[CH:13]([CH2:14][N:15]2[CH2:20][CH2:19][N:18]([C:21](=[O:23])[CH3:22])[CH2:17][CH2:16]2)[CH2:12][CH2:11][CH2:10][NH:9]1)[C:2]1[CH:7]=[CH:6][CH:5]=[CH:4][CH:3]=1.C(N(CC)CC)C.[F:31][C:32]([F:47])([F:46])[C:33]1[CH:34]=[C:35]([CH:39]=[C:40]([C:42]([F:45])([F:44])[F:43])[CH:41]=1)[C:36](Cl)=[O:37]. The catalyst is ClC(Cl)C.CN(C1C=CN=CC=1)C.C(Cl)Cl. The product is [CH2:1]([CH:8]1[CH:13]([CH2:14][N:15]2[CH2:16][CH2:17][N:18]([C:21](=[O:23])[CH3:22])[CH2:19][CH2:20]2)[CH2:12][CH2:11][CH2:10][N:9]1[C:36](=[O:37])[C:35]1[CH:39]=[C:40]([C:42]([F:43])([F:44])[F:45])[CH:41]=[C:33]([C:32]([F:31])([F:46])[F:47])[CH:34]=1)[C:2]1[CH:7]=[CH:6][CH:5]=[CH:4][CH:3]=1. The yield is 0.630. (3) The reactants are [OH-].[K+].[OH:3][C:4]1[CH:9]=[CH:8][C:7]([C:10](=[O:12])[CH3:11])=[CH:6][CH:5]=1.O=[CH:14][C:15]1[CH:23]=[CH:22][C:20]([OH:21])=[C:17]([O:18][CH3:19])[CH:16]=1. The catalyst is C(OCCOCCOCC)C. The product is [OH:21][C:20]1[CH:22]=[CH:23][C:15]([CH:14]=[CH:11][C:10]([C:7]2[CH:8]=[CH:9][C:4]([OH:3])=[CH:5][CH:6]=2)=[O:12])=[CH:16][C:17]=1[O:18][CH3:19]. The yield is 0.930. (4) The reactants are Br[C:2]1[CH:7]=[CH:6][CH:5]=[CH:4][CH:3]=1.[Li]C(CC)C.N#N.[O:15]=[C:16]1[CH2:33][CH:19]2[CH2:20][N:21]([C:23]([O:25][CH2:26][C:27]3[CH:32]=[CH:31][CH:30]=[CH:29][CH:28]=3)=[O:24])[CH2:22][CH:18]2[CH2:17]1. The catalyst is O1CCCC1. The product is [OH:15][C:16]1([C:2]2[CH:7]=[CH:6][CH:5]=[CH:4][CH:3]=2)[CH2:17][CH:18]2[CH2:22][N:21]([C:23]([O:25][CH2:26][C:27]3[CH:32]=[CH:31][CH:30]=[CH:29][CH:28]=3)=[O:24])[CH2:20][CH:19]2[CH2:33]1. The yield is 0.330.